The task is: Regression. Given two drug SMILES strings and cell line genomic features, predict the synergy score measuring deviation from expected non-interaction effect.. This data is from NCI-60 drug combinations with 297,098 pairs across 59 cell lines. (1) Drug 1: CC(CN1CC(=O)NC(=O)C1)N2CC(=O)NC(=O)C2. Drug 2: C1=C(C(=O)NC(=O)N1)F. Cell line: HCT-15. Synergy scores: CSS=53.8, Synergy_ZIP=-5.32, Synergy_Bliss=-5.78, Synergy_Loewe=-2.53, Synergy_HSA=0.193. (2) Drug 1: CC1=C(C(=CC=C1)Cl)NC(=O)C2=CN=C(S2)NC3=CC(=NC(=N3)C)N4CCN(CC4)CCO. Drug 2: COC1=C2C(=CC3=C1OC=C3)C=CC(=O)O2. Cell line: LOX IMVI. Synergy scores: CSS=13.6, Synergy_ZIP=2.91, Synergy_Bliss=8.84, Synergy_Loewe=-3.07, Synergy_HSA=3.51. (3) Drug 1: C1CN1C2=NC(=NC(=N2)N3CC3)N4CC4. Drug 2: C(CCl)NC(=O)N(CCCl)N=O. Cell line: SW-620. Synergy scores: CSS=26.7, Synergy_ZIP=-6.54, Synergy_Bliss=-4.42, Synergy_Loewe=-6.44, Synergy_HSA=-1.21.